From a dataset of Reaction yield outcomes from USPTO patents with 853,638 reactions. Predict the reaction yield, written as a fraction of the theoretical maximum amount of product (1.0 means a 100% yield; for example, 0.34 means a 34% yield). (1) The reactants are [Br:1][C:2]1[CH:7]=[CH:6][CH:5]=[C:4]([CH2:8]Br)[CH:3]=1.[C:10]1([P:16]([C:23]2[CH:28]=[CH:27][CH:26]=[CH:25][CH:24]=2)[C:17]2[CH:22]=[CH:21][CH:20]=[CH:19][CH:18]=2)[CH:15]=[CH:14][CH:13]=[CH:12][CH:11]=1. The catalyst is C1(C)C=CC=CC=1. The product is [Br-:1].[Br:1][C:2]1[CH:3]=[C:4]([CH2:8][P+:16]([C:17]2[CH:18]=[CH:19][CH:20]=[CH:21][CH:22]=2)([C:23]2[CH:28]=[CH:27][CH:26]=[CH:25][CH:24]=2)[C:10]2[CH:11]=[CH:12][CH:13]=[CH:14][CH:15]=2)[CH:5]=[CH:6][CH:7]=1. The yield is 0.890. (2) The reactants are [F:1][C:2]1[CH:3]=[C:4]([CH:23]=[CH:24][C:25]=1[O:26]C)[C:5]([N:7]([C:16]1[CH:21]=[CH:20][C:19]([F:22])=[CH:18][CH:17]=1)[C:8]1[CH:13]=[CH:12][C:11]([O:14]C)=[CH:10][CH:9]=1)=[O:6].B(Br)(Br)Br. The catalyst is C(Cl)Cl. The product is [F:1][C:2]1[CH:3]=[C:4]([CH:23]=[CH:24][C:25]=1[OH:26])[C:5]([N:7]([C:16]1[CH:21]=[CH:20][C:19]([F:22])=[CH:18][CH:17]=1)[C:8]1[CH:13]=[CH:12][C:11]([OH:14])=[CH:10][CH:9]=1)=[O:6]. The yield is 0.816. (3) The reactants are [OH:1][C:2]1[C:11]2[C:6](=[CH:7][CH:8]=[CH:9][CH:10]=2)[C:5]([CH3:13])([CH3:12])[C:4](=[O:14])[C:3]=1C(OCC)=O.Cl. The catalyst is O1CCOCC1.C(OCC)(=O)C.O. The product is [OH:1][C:2]1[C:11]2[C:6](=[CH:7][CH:8]=[CH:9][CH:10]=2)[C:5]([CH3:12])([CH3:13])[C:4](=[O:14])[CH:3]=1. The yield is 0.610.